The task is: Predict the reaction yield, written as a fraction of the theoretical maximum amount of product (1.0 means a 100% yield; for example, 0.34 means a 34% yield).. This data is from Reaction yield outcomes from USPTO patents with 853,638 reactions. The reactants are [OH-].[Na+].Cl.[O:4]1[C:8]2([CH2:13][CH2:12][NH:11][CH2:10][CH2:9]2)[O:7][CH2:6][CH2:5]1.[Cl-].[Na+]. The catalyst is O. The product is [O:4]1[C:8]2([CH2:13][CH2:12][NH:11][CH2:10][CH2:9]2)[O:7][CH2:6][CH2:5]1. The yield is 0.938.